Dataset: Peptide-MHC class II binding affinity with 134,281 pairs from IEDB. Task: Regression. Given a peptide amino acid sequence and an MHC pseudo amino acid sequence, predict their binding affinity value. This is MHC class II binding data. (1) The peptide sequence is APYHFDLSGHAFGAM. The MHC is DRB1_0101 with pseudo-sequence DRB1_0101. The binding affinity (normalized) is 0.639. (2) The binding affinity (normalized) is 0.690. The MHC is DRB3_0101 with pseudo-sequence DRB3_0101. The peptide sequence is GELQIVDLIDAAFKI. (3) The peptide sequence is VQDAATYAVTTFSNV. The MHC is DRB1_1302 with pseudo-sequence DRB1_1302. The binding affinity (normalized) is 0.506. (4) The peptide sequence is MIVDTISDFRAAIAN. The MHC is HLA-DPA10103-DPB10401 with pseudo-sequence HLA-DPA10103-DPB10401. The binding affinity (normalized) is 0.436. (5) The peptide sequence is AQGYQQLSRQMMTAF. The MHC is HLA-DPA10201-DPB10501 with pseudo-sequence HLA-DPA10201-DPB10501. The binding affinity (normalized) is 0.0280.